From a dataset of Full USPTO retrosynthesis dataset with 1.9M reactions from patents (1976-2016). Predict the reactants needed to synthesize the given product. (1) Given the product [F:1][C:2]1[CH:7]=[CH:6][CH:5]=[C:4]([F:8])[C:3]=1[CH2:9][CH2:10][OH:11], predict the reactants needed to synthesize it. The reactants are: [F:1][C:2]1[CH:7]=[CH:6][CH:5]=[C:4]([F:8])[C:3]=1[CH2:9][C:10](O)=[O:11].CSC.B. (2) Given the product [CH3:12][O:11][C:9]([C:4]1[CH:5]=[CH:6][C:7]2[N:2]([N:1]=[C:31]([C:30]3[C:33]([CH3:35])=[CH:34][C:27]([OH:26])=[CH:28][C:29]=3[CH3:36])[N:8]=2)[CH:3]=1)=[O:10], predict the reactants needed to synthesize it. The reactants are: [NH2:1][N+:2]1[C:7]([NH2:8])=[CH:6][CH:5]=[C:4]([C:9]([O:11][CH3:12])=[O:10])[CH:3]=1.CC1C=C(C)C=C(C)C=1S([O-])(=O)=O.[OH:26][C:27]1[CH:34]=[C:33]([CH3:35])[C:30]([CH:31]=O)=[C:29]([CH3:36])[CH:28]=1.C(N(CC)CC)C. (3) The reactants are: [O:1]=[O+][O-].[F:4][C:5]1[CH:10]=[CH:9][C:8]([F:11])=[CH:7][C:6]=1[C:12]1([S:26]([C:29]2[CH:34]=[CH:33][C:32]([CH:35]=C)=[CH:31][CH:30]=2)(=[O:28])=[O:27])[CH2:17][CH2:16][CH:15]([NH:18][S:19]([C:22]([F:25])([F:24])[F:23])(=[O:21])=[O:20])[CH2:14][CH2:13]1.CSC. Given the product [F:4][C:5]1[CH:10]=[CH:9][C:8]([F:11])=[CH:7][C:6]=1[C:12]1([S:26]([C:29]2[CH:34]=[CH:33][C:32]([CH:35]=[O:1])=[CH:31][CH:30]=2)(=[O:28])=[O:27])[CH2:17][CH2:16][CH:15]([NH:18][S:19]([C:22]([F:25])([F:24])[F:23])(=[O:21])=[O:20])[CH2:14][CH2:13]1, predict the reactants needed to synthesize it. (4) Given the product [C:1]([C:5]1[CH:9]=[C:8]([NH:10][C:37]([NH:36][C:26]2[C:35]3[C:30](=[CH:31][CH:32]=[CH:33][CH:34]=3)[CH:29]=[CH:28][CH:27]=2)=[O:38])[N:7]([C:11]2[CH:16]=[CH:15][CH:14]=[C:13]([CH2:17][C:18]([N:20]3[CH2:21][CH2:22][O:23][CH2:24][CH2:25]3)=[O:19])[CH:12]=2)[N:6]=1)([CH3:4])([CH3:2])[CH3:3], predict the reactants needed to synthesize it. The reactants are: [C:1]([C:5]1[CH:9]=[C:8]([NH2:10])[N:7]([C:11]2[CH:12]=[C:13]([CH2:17][C:18]([N:20]3[CH2:25][CH2:24][O:23][CH2:22][CH2:21]3)=[O:19])[CH:14]=[CH:15][CH:16]=2)[N:6]=1)([CH3:4])([CH3:3])[CH3:2].[C:26]1([N:36]=[C:37]=[O:38])[C:35]2[C:30](=[CH:31][CH:32]=[CH:33][CH:34]=2)[CH:29]=[CH:28][CH:27]=1.